From a dataset of Catalyst prediction with 721,799 reactions and 888 catalyst types from USPTO. Predict which catalyst facilitates the given reaction. (1) Reactant: [Cl:1][C:2]1[C:3]([F:12])=[CH:4][C:5]([F:11])=[C:6]([CH:10]=1)[C:7](O)=[O:8].Cl.C(N=C=NCCCN(C)C)C.[CH3:25][S:26]([NH2:29])(=[O:28])=[O:27]. Product: [Cl:1][C:2]1[C:3]([F:12])=[CH:4][C:5]([F:11])=[C:6]([CH:10]=1)[C:7]([NH:29][S:26]([CH3:25])(=[O:28])=[O:27])=[O:8]. The catalyst class is: 143. (2) Reactant: [Cl:1][C:2]1[N:7]=[C:6]([N:8](C(OC(C)(C)C)=O)[N:9](C(OC(C)(C)C)=O)C(OC(C)(C)C)=O)[C:5]([F:31])=[C:4]([N:32]2[CH2:41][CH2:40][N:39]3[C@@H:34]([CH2:35][O:36][CH2:37][CH2:38]3)[CH2:33]2)[N:3]=1.Cl.O1CCOCC1. Product: [Cl:1][C:2]1[N:3]=[C:4]([N:32]2[CH2:41][CH2:40][N:39]3[C@@H:34]([CH2:35][O:36][CH2:37][CH2:38]3)[CH2:33]2)[C:5]([F:31])=[C:6]([NH:8][NH2:9])[N:7]=1. The catalyst class is: 5.